From a dataset of Forward reaction prediction with 1.9M reactions from USPTO patents (1976-2016). Predict the product of the given reaction. (1) Given the reactants [F:1][C:2]1[CH:7]=[CH:6][C:5]([CH:8]([C:20]2[CH:25]=[CH:24][C:23]([F:26])=[CH:22][CH:21]=2)[N:9]2[CH2:14][CH2:13][N:12]([CH2:15]/[CH:16]=[CH:17]/[CH2:18][OH:19])[CH2:11][CH2:10]2)=[CH:4][CH:3]=1.CC(C)([O-])C.[K+].[Cl:33][CH2:34][C:35]([O-:37])=[O:36].[Na+], predict the reaction product. The product is: [ClH:33].[ClH:33].[F:1][C:2]1[CH:7]=[CH:6][C:5]([CH:8]([C:20]2[CH:21]=[CH:22][C:23]([F:26])=[CH:24][CH:25]=2)[N:9]2[CH2:10][CH2:11][N:12]([CH2:15]/[CH:16]=[CH:17]/[CH2:18][O:19][CH2:34][C:35]([OH:37])=[O:36])[CH2:13][CH2:14]2)=[CH:4][CH:3]=1. (2) Given the reactants [Br:1][C:2]1[CH:10]=[CH:9][C:5]([C:6]([OH:8])=[O:7])=[CH:4][C:3]=1[S:11](Cl)(=[O:13])=[O:12].[NH:15]1[CH2:20][CH2:19][O:18][CH2:17][CH2:16]1, predict the reaction product. The product is: [Br:1][C:2]1[CH:10]=[CH:9][C:5]([C:6]([OH:8])=[O:7])=[CH:4][C:3]=1[S:11]([N:15]1[CH2:20][CH2:19][O:18][CH2:17][CH2:16]1)(=[O:13])=[O:12]. (3) Given the reactants BrCCC(OC)=O.[C:8]([O:12][C:13]([N:15](C(OC(C)(C)C)=O)[C:16]1[N:21]=[CH:20][C:19]([C:22]2[N:30]=[C:29]3[C:25]([N:26]=[CH:27][N:28]3[CH2:31][CH2:32][C:33]([O:35]C)=[O:34])=[C:24]([N:37]3[CH2:42][CH2:41][O:40][CH2:39][CH2:38]3)[N:23]=2)=[CH:18][N:17]=1)=[O:14])([CH3:11])([CH3:10])[CH3:9].[OH-].[Li+], predict the reaction product. The product is: [C:8]([O:12][C:13]([NH:15][C:16]1[N:17]=[CH:18][C:19]([C:22]2[N:30]=[C:29]3[C:25]([N:26]=[CH:27][N:28]3[CH2:31][CH2:32][C:33]([OH:35])=[O:34])=[C:24]([N:37]3[CH2:38][CH2:39][O:40][CH2:41][CH2:42]3)[N:23]=2)=[CH:20][N:21]=1)=[O:14])([CH3:11])([CH3:9])[CH3:10].